This data is from Full USPTO retrosynthesis dataset with 1.9M reactions from patents (1976-2016). The task is: Predict the reactants needed to synthesize the given product. (1) The reactants are: C[O:2][C:3](=[O:34])[CH2:4][O:5][C:6]1[CH:15]=[CH:14][C:13]([S:16][CH2:17][C:18]2[S:22][C:21]([C:23]3[CH:28]=[CH:27][C:26]([C:29]([F:32])([F:31])[F:30])=[CH:25][CH:24]=3)=[N:20][C:19]=2[CH3:33])=[C:12]2[C:7]=1[CH2:8][CH2:9][CH2:10][O:11]2.O.[OH-].[Li+].Cl. Given the product [CH3:33][C:19]1[N:20]=[C:21]([C:23]2[CH:24]=[CH:25][C:26]([C:29]([F:32])([F:30])[F:31])=[CH:27][CH:28]=2)[S:22][C:18]=1[CH2:17][S:16][C:13]1[CH:14]=[CH:15][C:6]([O:5][CH2:4][C:3]([OH:34])=[O:2])=[C:7]2[C:12]=1[O:11][CH2:10][CH2:9][CH2:8]2, predict the reactants needed to synthesize it. (2) Given the product [CH3:6][N:7]([CH3:12])[C:8]([C:2]1[CH:3]=[C:4]([NH:14][CH2:15][C:16]2[C:21]([CH3:22])=[CH:20][CH:19]=[CH:18][C:17]=2[CH2:23][CH3:24])[C:5]2[N:9]=[C:8]([CH2:10][OH:11])[N:7]([CH3:12])[C:6]=2[CH:13]=1)=[O:46], predict the reactants needed to synthesize it. The reactants are: Br[C:2]1[CH:3]=[C:4]([NH:14][CH2:15][C:16]2[C:21]([CH3:22])=[CH:20][CH:19]=[CH:18][C:17]=2[CH2:23][CH3:24])[C:5]2[N:9]=[C:8]([CH2:10][OH:11])[N:7]([CH3:12])[C:6]=2[CH:13]=1.C1(P(C2C=CC=CC=2)C2C=CC=CC=2)C=CC=CC=1.[C]=O.[OH2:46].